This data is from Catalyst prediction with 721,799 reactions and 888 catalyst types from USPTO. The task is: Predict which catalyst facilitates the given reaction. (1) Reactant: [F:1][C:2]1[CH:7]=[CH:6][CH:5]=[C:4]([F:8])[C:3]=1[N:9]1[C:14]2[N:15]=[C:16]([NH:27][CH2:28][CH2:29][C:30]#[N:31])[N:17]=[C:18]([C:19]3[CH:24]=[CH:23][C:22]([F:25])=[CH:21][C:20]=3[CH3:26])[C:13]=2[CH:12]=[CH:11][C:10]1=[O:32].Cl.C(N(CC)CC)C.[N-:41]=[N+:42]=[N-:43].[Na+]. Product: [F:1][C:2]1[CH:7]=[CH:6][CH:5]=[C:4]([F:8])[C:3]=1[N:9]1[C:14]2[N:15]=[C:16]([NH:27][CH2:28][CH2:29][C:30]3[NH:43][N:42]=[N:41][N:31]=3)[N:17]=[C:18]([C:19]3[CH:24]=[CH:23][C:22]([F:25])=[CH:21][C:20]=3[CH3:26])[C:13]=2[CH:12]=[CH:11][C:10]1=[O:32]. The catalyst class is: 11. (2) Reactant: Cl[C:2]1[C:7]2=[N:8][CH:9]=[C:10]([O:12][CH2:13][C:14]#[CH:15])[N:11]=[C:6]2[CH:5]=[CH:4][N:3]=1.[NH2:16][C:17]1[CH:18]=[C:19]([C:52]([O:54][CH3:55])=[O:53])[C:20]([F:51])=[C:21]([C@:23]2([CH3:50])[C@H:29]3[C@:27]([C:30]([O:32][CH3:33])=[O:31])([CH2:28]3)[S:26][C:25]([N:34](C(OC(C)(C)C)=O)COCC[Si](C)(C)C)=[N:24]2)[CH:22]=1.O.C1(C)C=CC(S(O)(=O)=O)=CC=1.C(Cl)Cl.CCOC(C)=O. Product: [NH2:34][C:25]1[S:26][C@:27]2([C:30]([O:32][CH3:33])=[O:31])[C@H:29]([C@:23]([C:21]3[CH:22]=[C:17]([NH:16][C:2]4[C:7]5=[N:8][CH:9]=[C:10]([O:12][CH2:13][C:14]#[CH:15])[N:11]=[C:6]5[CH:5]=[CH:4][N:3]=4)[CH:18]=[C:19]([C:52]([O:54][CH3:55])=[O:53])[C:20]=3[F:51])([CH3:50])[N:24]=1)[CH2:28]2. The catalyst class is: 41.